This data is from Forward reaction prediction with 1.9M reactions from USPTO patents (1976-2016). The task is: Predict the product of the given reaction. (1) Given the reactants [F:1][C:2]1[CH:3]=[C:4]([CH2:8][C:9]([OH:11])=[O:10])[CH:5]=[CH:6][CH:7]=1.C[Si]([N-][Si](C)(C)C)(C)C.[Na+].[Cl:22][CH2:23][CH2:24][CH2:25][CH2:26]I, predict the reaction product. The product is: [Cl:22][CH2:23][CH2:24][CH2:25][CH2:26][CH:8]([C:4]1[CH:5]=[CH:6][CH:7]=[C:2]([F:1])[CH:3]=1)[C:9]([OH:11])=[O:10]. (2) Given the reactants [CH3:1][CH:2]1[CH2:9][C@H:8]2[C@H:4]([CH2:5][NH:6][C@@H:7]2[CH2:10][NH:11][C:12]([C:14]2[N:21]3[C:17]([S:18][CH:19]=[CH:20]3)=[N:16][C:15]=2[CH3:22])=[O:13])[CH2:3]1.[CH3:23][C:24]1[S:25][C:26]([C:32]2[CH:37]=[CH:36][C:35]([C:38]([F:41])([F:40])[F:39])=[CH:34][CH:33]=2)=[C:27]([C:29](O)=[O:30])[N:28]=1, predict the reaction product. The product is: [CH3:1][CH:2]1[CH2:9][C@H:8]2[C@H:4]([CH2:5][N:6]([C:29]([C:27]3[N:28]=[C:24]([CH3:23])[S:25][C:26]=3[C:32]3[CH:33]=[CH:34][C:35]([C:38]([F:41])([F:39])[F:40])=[CH:36][CH:37]=3)=[O:30])[C@@H:7]2[CH2:10][NH:11][C:12]([C:14]2[N:21]3[C:17]([S:18][CH:19]=[CH:20]3)=[N:16][C:15]=2[CH3:22])=[O:13])[CH2:3]1. (3) Given the reactants [CH2:1]([O:8][C:9]([N:11]1[CH2:15][CH:14]2[C:16](=[O:19])[CH2:17][CH2:18][CH:13]2[CH2:12]1)=[O:10])[C:2]1[CH:7]=[CH:6][CH:5]=[CH:4][CH:3]=1.Cl[CH2:21][O:22][CH2:23][C:24]1[CH:29]=[CH:28][CH:27]=[CH:26][CH:25]=1.[I-].[Sm+3].[I-].[I-], predict the reaction product. The product is: [CH2:1]([O:8][C:9]([N:11]1[CH2:15][CH:14]2[C:16]([CH2:21][O:22][CH2:23][C:24]3[CH:29]=[CH:28][CH:27]=[CH:26][CH:25]=3)([OH:19])[CH2:17][CH2:18][CH:13]2[CH2:12]1)=[O:10])[C:2]1[CH:7]=[CH:6][CH:5]=[CH:4][CH:3]=1. (4) Given the reactants [CH2:1]([C:11]1[NH:15][C:14]2[CH:16]=[CH:17][CH:18]=[CH:19][C:13]=2[N:12]=1)[C:2]1[NH:6][C:5]2[CH:7]=[CH:8][CH:9]=[CH:10][C:4]=2[N:3]=1.[H-].[Na+].I[CH2:23][CH2:24][CH3:25], predict the reaction product. The product is: [CH:1]([C:2]1[N:6]([CH2:5][CH2:4][CH3:10])[C:5]2[CH:7]=[CH:8][CH:9]=[CH:10][C:4]=2[N:3]=1)([C:11]1[N:12]([CH2:2][CH2:1][CH3:11])[C:13]2[CH:19]=[CH:18][CH:17]=[CH:16][C:14]=2[N:15]=1)[CH2:23][CH2:24][CH3:25]. (5) Given the reactants [C:1]([N:4]1[C:8]([CH3:9])=[C:7]([CH2:10][C:11]2[CH:16]=[CH:15][C:14]([O:17][CH:18]([CH3:20])[CH3:19])=[CH:13][CH:12]=2)[C:6](=[O:21])[NH:5]1)(=[O:3])[CH3:2].C(=O)([O-])[O-].[K+].[K+].[C:28]([O:34][C@@H:35]1[C@@H:40]([O:41][C:42](=[O:47])[C:43]([CH3:46])([CH3:45])[CH3:44])[C@H:39]([O:48][C:49](=[O:54])[C:50]([CH3:53])([CH3:52])[CH3:51])[C@@H:38]([CH2:55][O:56][C:57](=[O:62])[C:58]([CH3:61])([CH3:60])[CH3:59])[O:37][C@@H:36]1Br)(=[O:33])[C:29]([CH3:32])([CH3:31])[CH3:30], predict the reaction product. The product is: [C:1]([N:4]1[C:8]([CH3:9])=[C:7]([CH2:10][C:11]2[CH:12]=[CH:13][C:14]([O:17][CH:18]([CH3:19])[CH3:20])=[CH:15][CH:16]=2)[C:6]([O:21][C@@H:36]2[O:37][C@H:38]([CH2:55][O:56][C:57](=[O:62])[C:58]([CH3:61])([CH3:60])[CH3:59])[C@@H:39]([O:48][C:49](=[O:54])[C:50]([CH3:51])([CH3:52])[CH3:53])[C@H:40]([O:41][C:42](=[O:47])[C:43]([CH3:44])([CH3:45])[CH3:46])[C@H:35]2[O:34][C:28](=[O:33])[C:29]([CH3:32])([CH3:30])[CH3:31])=[N:5]1)(=[O:3])[CH3:2]. (6) Given the reactants [OH:1][C@@H:2]1[CH2:7][CH2:6][CH2:5][CH2:4][C@H:3]1[NH:8][C:9]1[S:10][C:11]2[CH:17]=[C:16]([OH:18])[CH:15]=[CH:14][C:12]=2[N:13]=1.C(=O)([O-])[O-].[Cs+].[Cs+].Cl[C:26]1[C:35]2[C:30](=[CH:31][CH:32]=[CH:33][CH:34]=2)[N:29]=[CH:28][N:27]=1, predict the reaction product. The product is: [N:29]1[C:30]2[C:35](=[CH:34][CH:33]=[CH:32][CH:31]=2)[C:26]([O:18][C:16]2[CH:15]=[CH:14][C:12]3[N:13]=[C:9]([NH:8][C@@H:3]4[CH2:4][CH2:5][CH2:6][CH2:7][C@H:2]4[OH:1])[S:10][C:11]=3[CH:17]=2)=[N:27][CH:28]=1. (7) Given the reactants [CH3:1][C:2]([C:4]1[CH:9]=[CH:8][C:7]([Cl:10])=[CH:6][C:5]=1[Cl:11])=O.[Cl:12][C:13]1[CH:18]=[CH:17][C:16]([NH:19]N)=[CH:15][CH:14]=1, predict the reaction product. The product is: [Cl:12][C:13]1[CH:14]=[C:15]2[C:16](=[CH:17][CH:18]=1)[NH:19][C:2]([C:4]1[CH:9]=[CH:8][C:7]([Cl:10])=[CH:6][C:5]=1[Cl:11])=[CH:1]2. (8) The product is: [N:1]1[N:2]=[C:3]([C:10]2[CH:19]=[CH:18][C:17]3[C:12](=[C:13]([O:20][C@@H:21]4[CH2:26][CH2:25][NH:24][CH2:23][C@H:22]4[F:37])[CH:14]=[CH:15][CH:16]=3)[N:11]=2)[N:4]2[CH:9]=[CH:8][CH:7]=[CH:6][C:5]=12. Given the reactants [N:1]1[N:2]=[C:3]([C:10]2[CH:19]=[CH:18][C:17]3[C:12](=[C:13]([O:20][C@@H:21]4[CH2:26][CH2:25][N:24](C(OCC5C=CC=CC=5)=O)[CH2:23][C@H:22]4[F:37])[CH:14]=[CH:15][CH:16]=3)[N:11]=2)[N:4]2[CH:9]=[CH:8][CH:7]=[CH:6][C:5]=12.Cl.C([O-])(O)=O.[Na+].[Na+].[Cl-], predict the reaction product. (9) Given the reactants [CH3:1][O:2][C:3]1[CH:4]=[C:5]([C:11]2[CH2:20][C:15]3([CH2:19][CH2:18][CH2:17][CH2:16]3)[C:14](=[O:21])[N:13]([CH:22]3[CH2:27][CH2:26][N:25]([C:28](=[O:45])[C@H:29]([NH:37]C(=O)OC(C)(C)C)[CH2:30][C:31]4[CH:36]=[CH:35][CH:34]=[CH:33][CH:32]=4)[CH2:24][CH2:23]3)[N:12]=2)[CH:6]=[CH:7][C:8]=1[O:9][CH3:10].C(Cl)Cl, predict the reaction product. The product is: [NH2:37][C@H:29]([CH2:30][C:31]1[CH:36]=[CH:35][CH:34]=[CH:33][CH:32]=1)[C:28]([N:25]1[CH2:26][CH2:27][CH:22]([N:13]2[N:12]=[C:11]([C:5]3[CH:6]=[CH:7][C:8]([O:9][CH3:10])=[C:3]([O:2][CH3:1])[CH:4]=3)[CH2:20][C:15]3([CH2:19][CH2:18][CH2:17][CH2:16]3)[C:14]2=[O:21])[CH2:23][CH2:24]1)=[O:45]. (10) Given the reactants [CH3:1][N:2]1[CH2:7][CH2:6][N:5]([C:8]2[CH:9]=[CH:10][C:11]([N+:25]([O-])=O)=[C:12]([CH:14]=[CH:15][C:16]3[C:24]4[C:19](=[CH:20][CH:21]=[CH:22][CH:23]=4)[NH:18][N:17]=3)[CH:13]=2)[CH2:4][CH2:3]1.[Sn].Cl, predict the reaction product. The product is: [NH:18]1[C:19]2[C:24](=[CH:23][CH:22]=[CH:21][CH:20]=2)[C:16]([CH:15]=[CH:14][C:12]2[CH:13]=[C:8]([N:5]3[CH2:4][CH2:3][N:2]([CH3:1])[CH2:7][CH2:6]3)[CH:9]=[CH:10][C:11]=2[NH2:25])=[N:17]1.